Dataset: Full USPTO retrosynthesis dataset with 1.9M reactions from patents (1976-2016). Task: Predict the reactants needed to synthesize the given product. (1) Given the product [C:30]([C:25]1[CH:24]=[C:23]([C:14]2[N:15]=[C:16]([C:18]([OH:20])=[O:19])[S:17][C:13]=2[C:7]2[CH:6]=[CH:5][CH:4]=[C:3]([C:1]#[N:2])[CH:8]=2)[CH:28]=[CH:27][C:26]=1[F:29])#[N:31], predict the reactants needed to synthesize it. The reactants are: [C:1]([C:3]1[CH:4]=[C:5](B(O)O)[CH:6]=[CH:7][CH:8]=1)#[N:2].Br[C:13]1[S:17][C:16]([C:18]([O:20]CC)=[O:19])=[N:15][C:14]=1[C:23]1[CH:28]=[CH:27][C:26]([F:29])=[C:25]([C:30]#[N:31])[CH:24]=1.C(=O)(O)[O-].[Na+]. (2) Given the product [C:1]([O:5][C:6]([N:8]1[CH2:13][CH2:12][CH:11]([N:14]2[CH:18]=[C:17]([C:19]3[CH:20]=[N:21][C:22]([NH2:34])=[C:23]([C:37]4[N:38]=[CH:39][C:40]5[C:45]([C:36]=4[F:35])=[CH:44][CH:43]=[CH:42][CH:41]=5)[CH:24]=3)[CH:16]=[N:15]2)[CH2:10][CH2:9]1)=[O:7])([CH3:4])([CH3:2])[CH3:3], predict the reactants needed to synthesize it. The reactants are: [C:1]([O:5][C:6]([N:8]1[CH2:13][CH2:12][CH:11]([N:14]2[CH:18]=[C:17]([C:19]3[CH:20]=[N:21][C:22]([NH2:34])=[C:23](B4OC(C)(C)C(C)(C)O4)[CH:24]=3)[CH:16]=[N:15]2)[CH2:10][CH2:9]1)=[O:7])([CH3:4])([CH3:3])[CH3:2].[F:35][C:36]1[C:45]2[C:40](=[CH:41][CH:42]=[CH:43][CH:44]=2)[CH:39]=[N:38][C:37]=1OS(C(F)(F)F)(=O)=O.O1CCOCC1.C([O-])([O-])=O.[Cs+].[Cs+].O. (3) Given the product [CH2:24]([C:23]1[O:13][C:3]2[C:4]([C:5]([O:7][CH3:8])=[O:6])=[CH:9][C:10]([F:12])=[CH:11][C:2]=2[CH:22]=1)[CH3:25], predict the reactants needed to synthesize it. The reactants are: Br[C:2]1[C:3]([OH:13])=[C:4]([CH:9]=[C:10]([F:12])[CH:11]=1)[C:5]([O:7][CH3:8])=[O:6].CN(C=O)C.C(=O)=O.[CH:22]#[C:23][CH2:24][CH3:25]. (4) The reactants are: B.[CH3:2][C:3]1[CH:4]=[C:5]([CH:8]=[C:9]([CH3:12])[C:10]=1[OH:11])[C:6]#[N:7].[ClH:13]. Given the product [ClH:13].[NH2:7][CH2:6][C:5]1[CH:4]=[C:3]([CH3:2])[C:10]([OH:11])=[C:9]([CH3:12])[CH:8]=1, predict the reactants needed to synthesize it. (5) Given the product [Cl:12][C:4]1[CH:3]=[C:2]([CH:15]=[CH:14][C:13]([O:17][CH2:18][CH3:19])=[O:16])[CH:7]=[CH:6][C:5]=1[C:8]([F:11])([F:10])[F:9], predict the reactants needed to synthesize it. The reactants are: Br[C:2]1[CH:7]=[CH:6][C:5]([C:8]([F:11])([F:10])[F:9])=[C:4]([Cl:12])[CH:3]=1.[C:13]([O:17][CH2:18][CH3:19])(=[O:16])[CH:14]=[CH2:15].C([O-])([O-])=O.[K+].[K+].